From a dataset of Full USPTO retrosynthesis dataset with 1.9M reactions from patents (1976-2016). Predict the reactants needed to synthesize the given product. (1) The reactants are: C[N:2]1[CH2:19][CH2:18][C:7]2[CH:8]=[CH:9][CH:10]=[C:11]3[C:12]4[CH2:13][CH2:14][CH2:15][CH2:16][C:17]=4[N:5]([C:6]=23)[CH2:4][CH2:3]1.ClC(OC(Cl)C)=O. Given the product [CH2:4]1[N:5]2[C:6]3[C:11]([C:12]4[CH2:13][CH2:14][CH2:15][CH2:16][C:17]=42)=[CH:10][CH:9]=[CH:8][C:7]=3[CH2:18][CH2:19][NH:2][CH2:3]1, predict the reactants needed to synthesize it. (2) Given the product [OH:29][CH:24]([C:3]1[C:4]2[C:9](=[O:10])[N:8]([CH2:11][CH2:12][CH2:13][O:14][CH:15]3[CH2:20][CH2:19][CH2:18][CH2:17][O:16]3)[C:7](=[O:21])[N:6]([CH3:22])[C:5]=2[S:23][C:2]=1[C:35]1[CH:36]=[CH:37][CH:38]=[C:33]([O:32][C:31]([F:30])([F:42])[F:43])[CH:34]=1)[CH2:25][CH:26]([CH3:28])[CH3:27], predict the reactants needed to synthesize it. The reactants are: Br[C:2]1[S:23][C:5]2[N:6]([CH3:22])[C:7](=[O:21])[N:8]([CH2:11][CH2:12][CH2:13][O:14][CH:15]3[CH2:20][CH2:19][CH2:18][CH2:17][O:16]3)[C:9](=[O:10])[C:4]=2[C:3]=1[CH:24]([OH:29])[CH2:25][CH:26]([CH3:28])[CH3:27].[F:30][C:31]([F:43])([F:42])[O:32][C:33]1[CH:34]=[C:35](B(O)O)[CH:36]=[CH:37][CH:38]=1.[O-]P([O-])([O-])=O.[K+].[K+].[K+]. (3) Given the product [ClH:45].[NH2:7][C@H:8]([CH2:34][C:35]1[CH:40]=[C:39]([F:41])[C:38]([F:42])=[CH:37][C:36]=1[F:43])[CH2:9][C:10]([N:12]1[CH2:17][CH2:16][N:15]2[C:18]([C:30]([F:33])([F:32])[F:31])=[N:19][C:20]([C:21]([N:23]3[CH2:27][CH2:26][CH2:25][C@H:24]3[CH2:28][OH:29])=[O:22])=[C:14]2[CH2:13]1)=[O:11], predict the reactants needed to synthesize it. The reactants are: C(OC(=O)[NH:7][C@H:8]([CH2:34][C:35]1[CH:40]=[C:39]([F:41])[C:38]([F:42])=[CH:37][C:36]=1[F:43])[CH2:9][C:10]([N:12]1[CH2:17][CH2:16][N:15]2[C:18]([C:30]([F:33])([F:32])[F:31])=[N:19][C:20]([C:21]([N:23]3[CH2:27][CH2:26][CH2:25][C@H:24]3[CH2:28][OH:29])=[O:22])=[C:14]2[CH2:13]1)=[O:11])(C)(C)C.[Cl:45]CCl.Cl.